This data is from CYP2C9 substrate classification data from Carbon-Mangels et al.. The task is: Regression/Classification. Given a drug SMILES string, predict its absorption, distribution, metabolism, or excretion properties. Task type varies by dataset: regression for continuous measurements (e.g., permeability, clearance, half-life) or binary classification for categorical outcomes (e.g., BBB penetration, CYP inhibition). Dataset: cyp2c9_substrate_carbonmangels. (1) The compound is C(=C/c1ccccc1)\CN1CCN(C(c2ccccc2)c2ccccc2)CC1. The result is 1 (substrate). (2) The molecule is O=c1ccc2ccccc2o1. The result is 0 (non-substrate). (3) The compound is C#CCN(C)[C@@H](C)Cc1ccccc1. The result is 1 (substrate). (4) The compound is NC(=O)OCC(COC(N)=O)c1ccccc1. The result is 0 (non-substrate). (5) The molecule is Cc1ncc([N+](=O)[O-])n1CCO. The result is 1 (substrate). (6) The compound is CN(C)CC[C@H](c1ccc(Cl)cc1)c1ccccn1. The result is 0 (non-substrate). (7) The molecule is ClC(Cl)Cl. The result is 1 (substrate). (8) The drug is Cc1c(O)cccc1C(=O)N[C@@H](CSc1ccccc1)[C@H](O)CN1C[C@H]2CCCC[C@H]2C[C@H]1C(=O)NC(C)(C)C. The result is 1 (substrate).